From a dataset of Forward reaction prediction with 1.9M reactions from USPTO patents (1976-2016). Predict the product of the given reaction. (1) Given the reactants [C:1]([C:4]1[CH:5]=[N:6][CH:7]=[CH:8][C:9]=1[CH2:10][CH:11]1[CH2:20][CH2:19][C:18]2[C:13](=[CH:14][CH:15]=[C:16]([O:21][CH3:22])[CH:17]=2)[C:12]1=[O:23])(=[O:3])[CH3:2].[CH2:24]([I:27])[CH2:25][CH3:26], predict the reaction product. The product is: [I-:27].[C:1]([C:4]1[CH:5]=[N+:6]([CH2:24][CH2:25][CH3:26])[CH:7]=[CH:8][C:9]=1[CH2:10][CH:11]1[CH2:20][CH2:19][C:18]2[C:13](=[CH:14][CH:15]=[C:16]([O:21][CH3:22])[CH:17]=2)[C:12]1=[O:23])(=[O:3])[CH3:2]. (2) Given the reactants [Cl:1][C:2]1[N:7]=[C:6]([NH:8][C:9]2[CH:14]=[CH:13][C:12]([C:15]3[N:16]=[CH:17][S:18][CH:19]=3)=[C:11]([F:20])[CH:10]=2)[C:5]([C:21]([O:23]CC)=[O:22])=[CH:4][N:3]=1.[Li+].[OH-], predict the reaction product. The product is: [Cl:1][C:2]1[N:7]=[C:6]([NH:8][C:9]2[CH:14]=[CH:13][C:12]([C:15]3[N:16]=[CH:17][S:18][CH:19]=3)=[C:11]([F:20])[CH:10]=2)[C:5]([C:21]([OH:23])=[O:22])=[CH:4][N:3]=1. (3) Given the reactants [Cl:1][C:2]1[C:10]([C:11]([O:13][CH3:14])=[O:12])=[C:9]2[N:5]([CH2:6][CH2:7][CH2:8]2)[C:4](=[O:15])[CH:3]=1.[B-](F)(F)(F)[F:17].[B-](F)(F)(F)F.C1[N+]2(CCl)CC[N+](F)(CC2)C1, predict the reaction product. The product is: [Cl:1][C:2]1[C:10]([C:11]([O:13][CH3:14])=[O:12])=[C:9]2[N:5]([CH2:6][CH2:7][CH2:8]2)[C:4](=[O:15])[C:3]=1[F:17]. (4) Given the reactants [C:1](=O)([O-])[NH2:2].[Li+].C(=O)=O.[Li][C:10](C)(C)[CH3:11].C[C:15]1([CH3:23])[C:19](=O)[C:18]#[C:17][C:16]1([CH3:22])C.Cl.[C:25](=O)([O-])O.[Na+].[C:30]1([CH3:36])[CH:35]=[CH:34][CH:33]=[CH:32][CH:31]=1, predict the reaction product. The product is: [CH3:22][C:16]1[C:15]([CH3:23])=[C:19]([CH3:25])[CH:18]([CH3:17])[C:36]=1[C:30]1[CH:35]=[CH:34][CH:33]=[C:32]2[C:31]=1[NH:2][CH2:1][CH2:11][CH2:10]2.